Task: Predict the product of the given reaction.. Dataset: Forward reaction prediction with 1.9M reactions from USPTO patents (1976-2016) (1) Given the reactants [Br:1][C:2]1[S:6][C:5]([C@@:7]2([CH2:15][C:16]([OH:18])=[O:17])[CH2:12][CH2:11][CH2:10][CH2:9][S:8]2(=[O:14])=[O:13])=[CH:4][CH:3]=1.[C:19](OC(O[C:19]([CH3:22])([CH3:21])[CH3:20])N(C)C)([CH3:22])([CH3:21])[CH3:20], predict the reaction product. The product is: [Br:1][C:2]1[S:6][C:5]([C@@:7]2([CH2:15][C:16]([O:18][C:19]([CH3:22])([CH3:21])[CH3:20])=[O:17])[CH2:12][CH2:11][CH2:10][CH2:9][S:8]2(=[O:14])=[O:13])=[CH:4][CH:3]=1. (2) Given the reactants [C:1]12([NH:11][CH2:12][C:13]3[S:20][C:16]4[S:17][CH:18]=[CH:19][C:15]=4[CH:14]=3)[CH2:10][CH:5]3[CH2:6][CH:7]([CH2:9][CH:3]([CH2:4]3)[CH2:2]1)[CH2:8]2.C1C(=O)N([Cl:28])C(=O)C1, predict the reaction product. The product is: [C:1]12([NH:11][CH2:12][C:13]3[S:20][C:16]4[S:17][C:18]([Cl:28])=[CH:19][C:15]=4[CH:14]=3)[CH2:2][CH:3]3[CH2:4][CH:5]([CH2:6][CH:7]([CH2:9]3)[CH2:8]1)[CH2:10]2. (3) Given the reactants [CH2:1]([O:3][C:4](=[O:16])[CH:5]([CH:11]1[CH2:15][CH2:14][CH2:13][CH2:12]1)[C:6]1[NH:10][N:9]=[N:8][N:7]=1)[CH3:2].C([O-])([O-])=O.[K+].[K+].[CH2:23](Br)[C:24]1[CH:29]=[CH:28][CH:27]=[CH:26][CH:25]=1, predict the reaction product. The product is: [CH2:23]([N:8]1[N:9]=[N:10][C:6]([CH:5]([CH:11]2[CH2:12][CH2:13][CH2:14][CH2:15]2)[C:4]([O:3][CH2:1][CH3:2])=[O:16])=[N:7]1)[C:24]1[CH:29]=[CH:28][CH:27]=[CH:26][CH:25]=1. (4) Given the reactants [N+:1]([C:4]1[CH:5]=[C:6]([CH:16]=[CH:17][C:18]=1[N+:19]([O-])=O)[C:7]([NH:9][CH:10]1[CH2:15][CH2:14][O:13][CH2:12][CH2:11]1)=[O:8])([O-])=O, predict the reaction product. The product is: [NH2:1][C:4]1[CH:5]=[C:6]([CH:16]=[CH:17][C:18]=1[NH2:19])[C:7]([NH:9][CH:10]1[CH2:11][CH2:12][O:13][CH2:14][CH2:15]1)=[O:8]. (5) Given the reactants [N:1]1[N:2]2[CH:10]=[CH:9][N:8]=[C:3]2[C:4](=O)[NH:5][CH:6]=1.O=P(Cl)(Cl)[Cl:13], predict the reaction product. The product is: [Cl:13][C:4]1[C:3]2=[N:8][CH:9]=[CH:10][N:2]2[N:1]=[CH:6][N:5]=1. (6) Given the reactants Br[C:2]1[S:3][C:4]2[C:10]([C:11]3[CH:16]=[CH:15][C:14]([Cl:17])=[CH:13][CH:12]=3)=[C:9]([C@H:18]([O:24][C:25]([CH3:28])([CH3:27])[CH3:26])[C:19]([O:21][CH2:22][CH3:23])=[O:20])[C:8]([CH3:29])=[CH:7][C:5]=2[N:6]=1.[CH3:30][C:31]1[NH:32][C:33]2[CH2:38][CH2:37][NH:36][CH2:35][C:34]=2[N:39]=1.C([O-])([O-])=O.[Cs+].[Cs+], predict the reaction product. The product is: [C:25]([O:24][C@@H:18]([C:9]1[C:8]([CH3:29])=[CH:7][C:5]2[N:6]=[C:2]([N:36]3[CH2:37][CH2:38][C:33]4[NH:32][C:31]([CH3:30])=[N:39][C:34]=4[CH2:35]3)[S:3][C:4]=2[C:10]=1[C:11]1[CH:16]=[CH:15][C:14]([Cl:17])=[CH:13][CH:12]=1)[C:19]([O:21][CH2:22][CH3:23])=[O:20])([CH3:28])([CH3:27])[CH3:26]. (7) Given the reactants [C:1]1([C:7]2[CH2:11][CH:10]([CH2:12][CH2:13][CH:14]=O)[O:9][N:8]=2)[CH:6]=[CH:5][CH:4]=[CH:3][CH:2]=1.Cl.[Cl:17][C:18]1[CH:23]=[CH:22][CH:21]=[CH:20][C:19]=1[N:24]1[CH2:29][CH2:28][NH:27][CH2:26][CH2:25]1.[BH-](OC(C)=O)(OC(C)=O)OC(C)=O.[Na+].C(N(C(C)C)CC)(C)C, predict the reaction product. The product is: [Cl:17][C:18]1[CH:23]=[CH:22][CH:21]=[CH:20][C:19]=1[N:24]1[CH2:29][CH2:28][N:27]([CH2:14][CH2:13][CH2:12][CH:10]2[O:9][N:8]=[C:7]([C:1]3[CH:6]=[CH:5][CH:4]=[CH:3][CH:2]=3)[CH2:11]2)[CH2:26][CH2:25]1.